Dataset: Forward reaction prediction with 1.9M reactions from USPTO patents (1976-2016). Task: Predict the product of the given reaction. Given the reactants Br[C:2]1[CH:3]=[C:4]2[C:8](=[CH:9][CH:10]=1)[NH:7][N:6]=[CH:5]2.[B:11]1([B:11]2[O:15][C:14]([CH3:17])([CH3:16])[C:13]([CH3:19])([CH3:18])[O:12]2)[O:15][C:14]([CH3:17])([CH3:16])[C:13]([CH3:19])([CH3:18])[O:12]1.CC([O-])=O.[K+], predict the reaction product. The product is: [CH3:18][C:13]1([CH3:19])[C:14]([CH3:17])([CH3:16])[O:15][B:11]([C:2]2[CH:3]=[C:4]3[C:8](=[CH:9][CH:10]=2)[NH:7][N:6]=[CH:5]3)[O:12]1.